Dataset: Full USPTO retrosynthesis dataset with 1.9M reactions from patents (1976-2016). Task: Predict the reactants needed to synthesize the given product. (1) Given the product [Cl:25][C:26]1[CH:33]=[C:32]([Cl:34])[CH:31]=[CH:30][C:27]=1[CH:28]1[S:22][CH2:21][CH2:20][NH:1][C:2]2[N:6]([CH3:7])[N:5]=[C:4]([C@@H:8]3[CH2:12][CH2:11][CH2:10][N:9]3[C:13]([O:15][C:16]([CH3:19])([CH3:18])[CH3:17])=[O:14])[C:3]1=2, predict the reactants needed to synthesize it. The reactants are: [NH2:1][C:2]1[N:6]([CH3:7])[N:5]=[C:4]([C@@H:8]2[CH2:12][CH2:11][CH2:10][N:9]2[C:13]([O:15][C:16]([CH3:19])([CH3:18])[CH3:17])=[O:14])[CH:3]=1.[C:20](O)(=O)[CH2:21][SH:22].[Cl:25][C:26]1[CH:33]=[C:32]([Cl:34])[CH:31]=[CH:30][C:27]=1[CH:28]=O. (2) Given the product [C:1]1([N:7]=[N:8][C:9]2[CH:17]=[CH:16][C:12]([C:13]([O:15][C:19]3[C:24](=[O:25])[CH:23]=[CH:22][O:21][C:20]=3[CH3:26])=[O:14])=[CH:11][CH:10]=2)[CH:2]=[CH:3][CH:4]=[CH:5][CH:6]=1, predict the reactants needed to synthesize it. The reactants are: [C:1]1([N:7]=[N:8][C:9]2[CH:17]=[CH:16][C:12]([C:13]([OH:15])=[O:14])=[CH:11][CH:10]=2)[CH:6]=[CH:5][CH:4]=[CH:3][CH:2]=1.O[C:19]1[C:24](=[O:25])[CH:23]=[CH:22][O:21][C:20]=1[CH3:26].C1(N=C=NC2CCCCC2)CCCCC1.O.O.C(O)(=O)C(O)=O.